From a dataset of Forward reaction prediction with 1.9M reactions from USPTO patents (1976-2016). Predict the product of the given reaction. (1) Given the reactants [S:1]1[C:5]2[CH:6]=[CH:7][CH:8]=[CH:9][C:4]=2[C:3]([N:10]2[CH2:15][CH2:14][N:13]([CH2:16][CH2:17][C:18]3[CH:27]=[CH:26][C:25]4[N:24]([CH2:28]C)[C:23](=[O:30])[C:22]5[CH2:31][CH2:32][CH2:33][C:21]=5[C:20]=4[CH:19]=3)[CH2:12][CH2:11]2)=[N:2]1.S1C2C=CC=CC=2C(N2CCN(CCC3C=CC4NC(=O)C5CCCC=5C=4C=3)CC2)=N1.[H-].[Na+].IC, predict the reaction product. The product is: [S:1]1[C:5]2[CH:6]=[CH:7][CH:8]=[CH:9][C:4]=2[C:3]([N:10]2[CH2:11][CH2:12][N:13]([CH2:16][CH2:17][C:18]3[CH:27]=[CH:26][C:25]4[N:24]([CH3:28])[C:23](=[O:30])[C:22]5[CH2:31][CH2:32][CH2:33][C:21]=5[C:20]=4[CH:19]=3)[CH2:14][CH2:15]2)=[N:2]1. (2) Given the reactants [C:1]([O:5][C:6](=[O:38])[N:7]([C:16]1[S:17][C@:18]2([C:32](=[O:37])N(OC)C)[C@H:20]([C@:21]([C:24]3[CH:29]=[CH:28][CH:27]=[C:26]([F:30])[C:25]=3[F:31])([CH3:23])[N:22]=1)[CH2:19]2)[CH2:8][O:9][CH2:10][CH2:11][Si:12]([CH3:15])([CH3:14])[CH3:13])([CH3:4])([CH3:3])[CH3:2].[CH3:39][Mg]Br, predict the reaction product. The product is: [C:1]([O:5][C:6](=[O:38])[N:7]([C:16]1[S:17][C@:18]2([C:32](=[O:37])[CH3:39])[C@H:20]([C@:21]([C:24]3[CH:29]=[CH:28][CH:27]=[C:26]([F:30])[C:25]=3[F:31])([CH3:23])[N:22]=1)[CH2:19]2)[CH2:8][O:9][CH2:10][CH2:11][Si:12]([CH3:14])([CH3:15])[CH3:13])([CH3:2])([CH3:4])[CH3:3]. (3) Given the reactants [Cr](O[Cr]([O-])(=O)=O)([O-])(=O)=O.[NH+]1C=CC=CC=1.[NH+]1C=CC=CC=1.[CH3:22][CH:23]1[CH2:27][C:26]([CH3:29])([CH3:28])[CH2:25][C:24]1=[CH:30][CH2:31][CH2:32][CH2:33][CH2:34][CH2:35][OH:36], predict the reaction product. The product is: [CH3:22][CH:23]1[CH2:27][C:26]([CH3:28])([CH3:29])[CH2:25][C:24]1=[CH:30][CH2:31][CH2:32][CH2:33][CH2:34][CH:35]=[O:36].